From a dataset of Forward reaction prediction with 1.9M reactions from USPTO patents (1976-2016). Predict the product of the given reaction. (1) Given the reactants CS(O[CH2:6][C:7]1[CH:12]=[CH:11][C:10]([NH:13][C:14]([O:16][C:17]([CH3:20])([CH3:19])[CH3:18])=[O:15])=[CH:9][N:8]=1)(=O)=O.[NH:21]1[CH2:26][CH2:25][O:24][CH2:23][CH2:22]1.C([O-])([O-])=O.[K+].[K+].O, predict the reaction product. The product is: [O:24]1[CH2:25][CH2:26][N:21]([CH2:6][C:7]2[N:8]=[CH:9][C:10]([NH:13][C:14](=[O:15])[O:16][C:17]([CH3:20])([CH3:19])[CH3:18])=[CH:11][CH:12]=2)[CH2:22][CH2:23]1. (2) The product is: [CH2:16]([O:20][C:21]1[CH:27]=[CH:26][C:25]([I:28])=[CH:24][C:22]=1[NH:23][N:29]=[C:10]([Cl:14])[C:9]([O:8][CH2:6][CH3:7])=[O:15])[CH2:17][C:18]#[CH:19]. Given the reactants C([O-])(=O)C.[Na+].[CH2:6]([O:8][C:9](=[O:15])[CH:10]([Cl:14])C(=O)C)[CH3:7].[CH2:16]([O:20][C:21]1[CH:27]=[CH:26][C:25]([I:28])=[CH:24][C:22]=1[NH2:23])[CH2:17][C:18]#[CH:19].[N:29]([O-])=O.[Na+], predict the reaction product. (3) Given the reactants CO.[F:3][C:4]1[CH:13]=[C:12]2[C:7]([CH:8]=[CH:9][CH:10]=[N:11]2)=[CH:6][C:5]=1[CH2:14][C:15]1[N:19]2[N:20]=[C:21]([C:24]3[CH:25]=[N:26][N:27]([CH:29]4[CH2:34][CH2:33][NH:32][CH2:31][CH2:30]4)[CH:28]=3)[CH:22]=[CH:23][C:18]2=[N:17][CH:16]=1.C=O.[BH3-][C:38]#N.[Na+], predict the reaction product. The product is: [F:3][C:4]1[CH:13]=[C:12]2[C:7]([CH:8]=[CH:9][CH:10]=[N:11]2)=[CH:6][C:5]=1[CH2:14][C:15]1[N:19]2[N:20]=[C:21]([C:24]3[CH:25]=[N:26][N:27]([CH:29]4[CH2:34][CH2:33][N:32]([CH3:38])[CH2:31][CH2:30]4)[CH:28]=3)[CH:22]=[CH:23][C:18]2=[N:17][CH:16]=1. (4) Given the reactants [F:1][C:2]1[CH:7]=[CH:6][CH:5]=[C:4]([F:8])[C:3]=1[N:9]1[C:14]2[N:15]=[C:16](S(C)(=O)=O)[N:17]=[C:18]([C:19]3[CH:20]=[C:21]([CH:28]=[CH:29][C:30]=3[CH3:31])[C:22]([NH:24][CH2:25][CH2:26][CH3:27])=[O:23])[C:13]=2[CH2:12][NH:11][C:10]1=[O:36].[NH2:37][CH2:38][CH2:39][CH2:40][N:41]([CH2:49][CH3:50])[C:42](=[O:48])[O:43][C:44]([CH3:47])([CH3:46])[CH3:45].C(N(CC)CC)C.CCOC(C)=O, predict the reaction product. The product is: [F:1][C:2]1[CH:7]=[CH:6][CH:5]=[C:4]([F:8])[C:3]=1[N:9]1[C:14]2[N:15]=[C:16]([NH:37][CH2:38][CH2:39][CH2:40][N:41]([CH2:49][CH3:50])[C:42](=[O:48])[O:43][C:44]([CH3:45])([CH3:46])[CH3:47])[N:17]=[C:18]([C:19]3[CH:20]=[C:21]([C:22]([NH:24][CH2:25][CH2:26][CH3:27])=[O:23])[CH:28]=[CH:29][C:30]=3[CH3:31])[C:13]=2[CH2:12][NH:11][C:10]1=[O:36]. (5) Given the reactants Cl.[CH3:2][C:3]([NH2:12])([CH3:11])[CH2:4][C:5]1[CH:10]=[CH:9][CH:8]=[CH:7][CH:6]=1.[Cl:13][C:14]1[CH:19]=[C:18](Cl)[N:17]=[C:16]([NH2:21])[N:15]=1.CCN(C(C)C)C(C)C, predict the reaction product. The product is: [Cl:13][C:14]1[N:15]=[C:16]([NH2:21])[N:17]=[C:18]([NH:12][C:3]([CH3:2])([CH3:11])[CH2:4][C:5]2[CH:10]=[CH:9][CH:8]=[CH:7][CH:6]=2)[CH:19]=1. (6) The product is: [CH:1]1([CH2:6][O:7][C:8]2[N:13]=[C:12]([C:14](=[O:16])[CH2:18][C:19]#[N:20])[CH:11]=[CH:10][CH:9]=2)[CH2:2][CH2:3][CH2:4][CH2:5]1. Given the reactants [CH:1]1([CH2:6][O:7][C:8]2[N:13]=[C:12]([C:14]([O:16]C)=O)[CH:11]=[CH:10][CH:9]=2)[CH2:5][CH2:4][CH2:3][CH2:2]1.[CH3:18][C:19]#[N:20], predict the reaction product.